From a dataset of NCI-60 drug combinations with 297,098 pairs across 59 cell lines. Regression. Given two drug SMILES strings and cell line genomic features, predict the synergy score measuring deviation from expected non-interaction effect. (1) Drug 1: CC12CCC(CC1=CCC3C2CCC4(C3CC=C4C5=CN=CC=C5)C)O. Drug 2: C1=CC(=CC=C1CCCC(=O)O)N(CCCl)CCCl. Cell line: OVCAR-8. Synergy scores: CSS=20.5, Synergy_ZIP=-8.93, Synergy_Bliss=0.655, Synergy_Loewe=-1.32, Synergy_HSA=1.17. (2) Drug 1: C1CN1P(=S)(N2CC2)N3CC3. Drug 2: CCCCCOC(=O)NC1=NC(=O)N(C=C1F)C2C(C(C(O2)C)O)O. Cell line: SK-MEL-28. Synergy scores: CSS=-0.489, Synergy_ZIP=2.07, Synergy_Bliss=3.64, Synergy_Loewe=-2.00, Synergy_HSA=-1.65.